Dataset: Retrosynthesis with 50K atom-mapped reactions and 10 reaction types from USPTO. Task: Predict the reactants needed to synthesize the given product. Given the product COc1cc2[nH]ncc2cc1Nc1ncnc2sc3c(c12)CCC(C(=O)N1CCC(C)(C)C1)C3, predict the reactants needed to synthesize it. The reactants are: CC1(C)CCNC1.COc1cc2[nH]ncc2cc1Nc1ncnc2sc3c(c12)CCC(C(=O)O)C3.